From a dataset of Forward reaction prediction with 1.9M reactions from USPTO patents (1976-2016). Predict the product of the given reaction. (1) Given the reactants [Br:1][C:2]1[CH:8]=[CH:7][CH:6]=[CH:5][C:3]=1[NH2:4].Br[CH2:10][CH:11]([OH:15])[CH2:12][CH2:13]Br.C(N(C(C)C)CC)(C)C, predict the reaction product. The product is: [Br:1][C:2]1[CH:8]=[CH:7][CH:6]=[CH:5][C:3]=1[N:4]1[CH2:13][CH2:12][CH:11]([OH:15])[CH2:10]1. (2) Given the reactants [F:1][C:2]1[C:38]([F:39])=[CH:37][CH:36]=[CH:35][C:3]=1[CH2:4][S:5][C:6]1[N:11]=[C:10]([NH:12][S:13]([N:16]2[CH2:21][CH2:20][N:19]([C:22](=[O:32])[CH2:23][NH:24]C(=O)OC(C)(C)C)[CH2:18][CH2:17]2)(=[O:15])=[O:14])[CH:9]=[C:8]([O:33][CH3:34])[N:7]=1.C(O)(C(F)(F)F)=O.C(Cl)[Cl:48], predict the reaction product. The product is: [ClH:48].[F:1][C:2]1[C:38]([F:39])=[CH:37][CH:36]=[CH:35][C:3]=1[CH2:4][S:5][C:6]1[N:11]=[C:10]([NH:12][S:13]([N:16]2[CH2:17][CH2:18][N:19]([C:22](=[O:32])[CH2:23][NH2:24])[CH2:20][CH2:21]2)(=[O:14])=[O:15])[CH:9]=[C:8]([O:33][CH3:34])[N:7]=1. (3) Given the reactants BrC1C=C2C([C:6]([C:31]#N)=C(C3N=CC(S(NC(C)(C)C)(=O)=O)=CC=3)N2C2N=CC=CN=2)=CC=1F.Br[C:35]1[CH:43]=[C:42]2[C:38]([C:39](Cl)=[C:40]([C:50]3[N:55]=[CH:54][C:53]([S:56]([NH:59][C:60]([CH3:63])([CH3:62])[CH3:61])(=[O:58])=[O:57])=[CH:52][CH:51]=3)[N:41]2[C:44]2[N:49]=[CH:48][CH:47]=[CH:46][N:45]=2)=[CH:37][C:36]=1[F:65].C1(P(C2C=CC=CC=2)CCCP(C2C=CC=CC=2)C2C=CC=CC=2)C=CC=CC=1.C([O-])([O-])=[O:96].[K+].[K+].[CH:101]([O:103]CCCC)=[CH2:102].Cl, predict the reaction product. The product is: [C:60]([NH:59][S:56]([C:53]1[CH:54]=[N:55][C:50]([C:40]2[N:41]([C:44]3[N:45]=[CH:46][CH:47]=[CH:48][N:49]=3)[C:42]3[C:38]([C:39]=2[C:101](=[O:103])[CH3:102])=[CH:37][C:36]([F:65])=[C:35]([C:31](=[O:96])[CH3:6])[CH:43]=3)=[CH:51][CH:52]=1)(=[O:58])=[O:57])([CH3:62])([CH3:61])[CH3:63].